From a dataset of Full USPTO retrosynthesis dataset with 1.9M reactions from patents (1976-2016). Predict the reactants needed to synthesize the given product. (1) Given the product [F:29][C:14]([F:13])([F:28])[C:15]1[CH:16]=[CH:17][C:18]([CH2:19][CH:20]2[CH2:25][CH2:24][N:23]([CH2:2][C:3]3[S:7][C:6]([NH:8][C:9](=[O:11])[CH3:10])=[N:5][CH:4]=3)[CH2:22][CH2:21]2)=[CH:26][CH:27]=1, predict the reactants needed to synthesize it. The reactants are: Cl[CH2:2][C:3]1[S:7][C:6]([NH:8][C:9](=[O:11])[CH3:10])=[N:5][CH:4]=1.Cl.[F:13][C:14]([F:29])([F:28])[C:15]1[CH:27]=[CH:26][C:18]([CH2:19][CH:20]2[CH2:25][CH2:24][NH:23][CH2:22][CH2:21]2)=[CH:17][CH:16]=1.CCN(C(C)C)C(C)C. (2) Given the product [Br:1][C:2]1[CH:3]=[CH:4][C:5]([O:9][CH:10]([C:17]2[CH:22]=[CH:21][CH:20]=[CH:19][C:18]=2[Cl:23])[CH2:11][CH2:12][C:13]([F:15])([F:16])[F:14])=[C:6]([NH:7][C:25]([NH:24][C:27]2[CH:32]=[CH:31][C:30]([CH3:33])=[CH:29][CH:28]=2)=[O:26])[CH:8]=1, predict the reactants needed to synthesize it. The reactants are: [Br:1][C:2]1[CH:3]=[CH:4][C:5]([O:9][CH:10]([C:17]2[CH:22]=[CH:21][CH:20]=[CH:19][C:18]=2[Cl:23])[CH2:11][CH2:12][C:13]([F:16])([F:15])[F:14])=[C:6]([CH:8]=1)[NH2:7].[N:24]([C:27]1[CH:32]=[CH:31][C:30]([CH3:33])=[CH:29][CH:28]=1)=[C:25]=[O:26]. (3) Given the product [OH:6][C:7]1[CH:8]=[C:9]2[C:14](=[CH:15][CH:16]=1)[CH:13]=[C:12]([CH2:17][CH2:18][NH:19][S:20]([CH:23]([CH3:25])[CH3:24])(=[O:22])=[O:21])[CH:11]=[CH:10]2, predict the reactants needed to synthesize it. The reactants are: B(Br)(Br)Br.C[O:6][C:7]1[CH:8]=[C:9]2[C:14](=[CH:15][CH:16]=1)[CH:13]=[C:12]([CH2:17][CH2:18][NH:19][S:20]([CH:23]([CH3:25])[CH3:24])(=[O:22])=[O:21])[CH:11]=[CH:10]2.